From a dataset of Forward reaction prediction with 1.9M reactions from USPTO patents (1976-2016). Predict the product of the given reaction. (1) Given the reactants [CH3:1][C:2]1([CH3:33])[CH2:10][C:9]2[N:8]([C:11]3[CH:19]=[C:18]([NH:20][C@H:21]4[CH2:25][CH2:24][CH2:23][C@@H:22]4[OH:26])[C:14]([C:15]([NH2:17])=[O:16])=[C:13]([F:27])[CH:12]=3)[N:7]=[C:6]([C:28]([F:31])([F:30])[F:29])[C:5]=2[C:4](=[O:32])[CH2:3]1.[C:34]([NH:41][CH2:42][C:43](O)=[O:44])([O:36][C:37]([CH3:40])([CH3:39])[CH3:38])=[O:35].C(Cl)CCl, predict the reaction product. The product is: [C:37]([O:36][C:34]([NH:41][CH2:42][C:43]([O:26][C@H:22]1[CH2:23][CH2:24][CH2:25][C@@H:21]1[NH:20][C:18]1[CH:19]=[C:11]([N:8]2[C:9]3[CH2:10][C:2]([CH3:33])([CH3:1])[CH2:3][C:4](=[O:32])[C:5]=3[C:6]([C:28]([F:30])([F:31])[F:29])=[N:7]2)[CH:12]=[C:13]([F:27])[C:14]=1[C:15](=[O:16])[NH2:17])=[O:44])=[O:35])([CH3:40])([CH3:39])[CH3:38]. (2) Given the reactants [CH3:1][C:2]1[C:6]([C:7]([C:9]2[S:10][CH:11]=[CH:12][CH:13]=2)=O)=[CH:5][O:4][N:3]=1.Cl.[NH2:15][OH:16], predict the reaction product. The product is: [OH:16][N:15]=[C:7]([C:6]1[C:2]([CH3:1])=[N:3][O:4][CH:5]=1)[C:9]1[S:10][CH:11]=[CH:12][CH:13]=1.